This data is from Reaction yield outcomes from USPTO patents with 853,638 reactions. The task is: Predict the reaction yield, written as a fraction of the theoretical maximum amount of product (1.0 means a 100% yield; for example, 0.34 means a 34% yield). (1) The reactants are [Cl:1][C:2]1[CH:7]=[C:6]([O:8][C:9]2[C:18]3[C:13](=[CH:14][C:15]([O:21][CH3:22])=[C:16]([O:19][CH3:20])[CH:17]=3)[N:12]=[CH:11][CH:10]=2)[CH:5]=[CH:4][C:3]=1[NH:23][C:24]([NH:26][C:27]1[CH:31]=[C:30]([CH3:32])[O:29][N:28]=1)=[O:25].CO.[CH3:35][S:36]([OH:39])(=[O:38])=[O:37]. The catalyst is C(O)C. The product is [CH3:35][S:36]([OH:39])(=[O:38])=[O:37].[Cl:1][C:2]1[CH:7]=[C:6]([O:8][C:9]2[C:18]3[C:13](=[CH:14][C:15]([O:21][CH3:22])=[C:16]([O:19][CH3:20])[CH:17]=3)[N:12]=[CH:11][CH:10]=2)[CH:5]=[CH:4][C:3]=1[NH:23][C:24]([NH:26][C:27]1[CH:31]=[C:30]([CH3:32])[O:29][N:28]=1)=[O:25]. The yield is 0.800. (2) The reactants are [CH:1]1([N:13]2[CH2:18][CH2:17][CH:16]([N:19]3[C:27]4[C:22](=[CH:23][CH:24]=[CH:25][CH:26]=4)[C:21](=[O:28])[C:20]3=[O:29])[CH2:15][CH2:14]2)[C:11]2=[C:12]3[C:7](=[CH:8][CH:9]=[CH:10]2)[CH:6]=[CH:5][CH:4]=[C:3]3[CH2:2]1.[Na].[CH3:31][NH:32][C:33](Cl)=[O:34]. The catalyst is ClCCl.CN(C)C1C=CN=CC=1. The product is [CH3:31][NH:32][C:33](=[O:34])[O:28][CH:21]1[C:22]2[C:27](=[CH:26][CH:25]=[CH:24][CH:23]=2)[N:19]([CH:16]2[CH2:15][CH2:14][N:13]([CH:1]3[C:11]4=[C:12]5[C:7](=[CH:8][CH:9]=[CH:10]4)[CH:6]=[CH:5][CH:4]=[C:3]5[CH2:2]3)[CH2:18][CH2:17]2)[C:20]1=[O:29]. The yield is 0.0470. (3) The reactants are C(NC(C)C)(C)C.C([Li])CCC.[Cl:13][C:14]1[CH:15]=[C:16]([C@@H:24]([CH2:38][CH:39]2[CH2:43][CH2:42][CH2:41]C2)[C:25](NC2C=CN(CCC(O)=O)N=2)=[O:26])[CH:17]=[CH:18][C:19]=1[S:20]([CH3:23])(=O)=O.IC[C@H]1CC[CH2:48][O:47]1.[O:51]1CCCC1. The catalyst is CN1CCCN(C)C1=O. The product is [CH3:48][O:47][C:25](=[O:26])[CH:24]([C:16]1[CH:17]=[CH:18][C:19]([S:20][CH3:23])=[C:14]([Cl:13])[CH:15]=1)[CH2:38][C@H:39]1[CH2:43][CH2:42][CH2:41][O:51]1. The yield is 0.340. (4) The reactants are O1CCCCC1[N:7]1[C:15]2[C:10](=[CH:11][C:12]([C:16]3[N:20]=[CH:19][N:18](C(C4C=CC=CC=4)(C4C=CC=CC=4)C4C=CC=CC=4)[N:17]=3)=[CH:13][CH:14]=2)[C:9]([C:40]2[CH:41]=[C:42]([NH2:46])[CH:43]=[CH:44][CH:45]=2)=[N:8]1.[CH3:47][C:48]1[CH:56]=[CH:55][C:51]([C:52](Cl)=[O:53])=[CH:50][CH:49]=1.O. The catalyst is N1C=CC=CC=1. The product is [NH:18]1[CH:19]=[N:20][C:16]([C:12]2[CH:11]=[C:10]3[C:15](=[CH:14][CH:13]=2)[NH:7][N:8]=[C:9]3[C:40]2[CH:41]=[C:42]([NH:46][C:52]([C:51]3[CH:55]=[CH:56][C:48]([CH3:47])=[CH:49][CH:50]=3)=[O:53])[CH:43]=[CH:44][CH:45]=2)=[N:17]1. The yield is 0.650.